This data is from NCI-60 drug combinations with 297,098 pairs across 59 cell lines. The task is: Regression. Given two drug SMILES strings and cell line genomic features, predict the synergy score measuring deviation from expected non-interaction effect. (1) Drug 1: C1=NNC2=C1C(=O)NC=N2. Drug 2: C1CCC(C(C1)N)N.C(=O)(C(=O)[O-])[O-].[Pt+4]. Cell line: OVCAR3. Synergy scores: CSS=8.38, Synergy_ZIP=-2.29, Synergy_Bliss=-0.104, Synergy_Loewe=-12.4, Synergy_HSA=-3.47. (2) Drug 1: CC1=C(C(CCC1)(C)C)C=CC(=CC=CC(=CC(=O)O)C)C. Drug 2: C1=NC2=C(N=C(N=C2N1C3C(C(C(O3)CO)O)F)Cl)N. Cell line: SW-620. Synergy scores: CSS=-3.44, Synergy_ZIP=1.61, Synergy_Bliss=0.786, Synergy_Loewe=-5.16, Synergy_HSA=-4.51.